Dataset: Full USPTO retrosynthesis dataset with 1.9M reactions from patents (1976-2016). Task: Predict the reactants needed to synthesize the given product. (1) Given the product [NH2:18][CH2:17][C:14]1([C:19]2[CH:24]=[CH:23][C:22]([Cl:25])=[CH:21][CH:20]=2)[CH2:13][CH2:12][N:11]([C:9](=[O:10])[CH2:8][N:5]2[C:6]([CH3:7])=[C:2]([Cl:1])[C:3]([C:26]([F:27])([F:29])[F:28])=[N:4]2)[CH2:16][CH2:15]1, predict the reactants needed to synthesize it. The reactants are: [Cl:1][C:2]1[C:3]([C:26]([F:29])([F:28])[F:27])=[N:4][N:5]([CH2:8][C:9]([N:11]2[CH2:16][CH2:15][C:14]([C:19]3[CH:24]=[CH:23][C:22]([Cl:25])=[CH:21][CH:20]=3)([C:17]#[N:18])[CH2:13][CH2:12]2)=[O:10])[C:6]=1[CH3:7].[BH4-].[Na+]. (2) Given the product [CH2:44]([O:43][C:38]1[C:39]([O:41][CH3:42])=[CH:40][C:35]([C:34]([OH:54])=[O:66])=[C:36]([N+:51]([O-:53])=[O:52])[CH:37]=1)[C:45]1[CH:46]=[CH:47][CH:48]=[CH:49][CH:50]=1, predict the reactants needed to synthesize it. The reactants are: C1(P(C2C=CC=CC=2)C2C=CC=CC=2)C=CC=CC=1.COC(C1CC2C(=CC=CC=2)CN1[C:34](=[O:54])[C:35]1[CH:40]=[C:39]([O:41][CH3:42])[C:38]([O:43][CH2:44][C:45]2[CH:50]=[CH:49][CH:48]=[CH:47][CH:46]=2)=[CH:37][C:36]=1[N+:51]([O-:53])=[O:52])=O.C(=C1CN2C(=O)C3C=C(OC)C(OCCCO)=CC=3N(COCC[Si](C)(C)C)C(=[O:66])C2C1)C. (3) Given the product [I:29][C:4]1[CH:3]=[C:2]([CH3:1])[N:7]=[CH:6][C:5]=1[NH:8][C:9](=[O:15])[O:10][C:11]([CH3:12])([CH3:14])[CH3:13], predict the reactants needed to synthesize it. The reactants are: [CH3:1][C:2]1[N:7]=[CH:6][C:5]([NH:8][C:9](=[O:15])[O:10][C:11]([CH3:14])([CH3:13])[CH3:12])=[CH:4][CH:3]=1.CN(CCN(C)C)C.C([Li])CCC.[I:29]I.[O-]S([O-])(=S)=O.[Na+].[Na+]. (4) Given the product [OH:17][CH2:16][C@@H:15]([NH:18][CH3:19])[CH2:14][CH2:13][CH2:12][N:3]1[CH2:2][C:10]2[C:5](=[CH:6][CH:7]=[CH:8][CH:9]=2)[CH2:4]1, predict the reactants needed to synthesize it. The reactants are: O=[C:2]1[C:10]2[C:5](=[CH:6][CH:7]=[CH:8][CH:9]=2)[C:4](=O)[N:3]1[CH2:12][CH2:13][CH2:14][C@H:15]([N:18](C)[C:19](=O)OCC1C=CC=CC=1)[CH2:16][OH:17].[H][H]. (5) Given the product [CH3:34][C:24]1[CH:29]=[CH:28][C:27]([S:30]([O:18][CH2:17][CH2:16][N:11]2[CH:8]3[N:9]=[C:10]4[C:6]([N:7]3[N:13]([CH3:14])[C:12]2=[O:15])=[C:5]([C:19]2[O:20][CH:21]=[CH:22][CH:23]=2)[N:4]=[CH:3][N:2]4[NH2:1])(=[O:32])=[O:31])=[CH:26][CH:25]=1, predict the reactants needed to synthesize it. The reactants are: [NH2:1][N:2]1[C:10]2[C:6]([N:7]3[N:13]([CH3:14])[C:12](=[O:15])[N:11]([CH2:16][CH2:17][OH:18])[CH:8]3[N:9]=2)=[C:5]([C:19]2[O:20][CH:21]=[CH:22][CH:23]=2)[N:4]=[CH:3]1.[C:24]1([CH3:34])[CH:29]=[CH:28][C:27]([S:30](Cl)(=[O:32])=[O:31])=[CH:26][CH:25]=1.CCCCCC. (6) Given the product [C:1]([C:5]1([CH2:10][O:11][C:12]2[CH:17]=[CH:16][C:15]([C:18]([C:23]3[O:24][C:25]4[CH:31]=[CH:30][C:29]([C:32]([NH:45][CH2:44][C:43]([OH:46])=[O:42])=[O:33])=[CH:28][C:26]=4[CH:27]=3)([CH2:19][CH3:20])[CH2:21][CH3:22])=[CH:14][C:13]=2[CH3:35])[O:9][CH2:8][CH2:7][O:6]1)([CH3:4])([CH3:3])[CH3:2], predict the reactants needed to synthesize it. The reactants are: [C:1]([C:5]1([CH2:10][O:11][C:12]2[CH:17]=[CH:16][C:15]([C:18]([C:23]3[O:24][C:25]4[CH:31]=[CH:30][C:29]([C:32](O)=[O:33])=[CH:28][C:26]=4[CH:27]=3)([CH2:21][CH3:22])[CH2:19][CH3:20])=[CH:14][C:13]=2[CH3:35])[O:9][CH2:8][CH2:7][O:6]1)([CH3:4])([CH3:3])[CH3:2].C(Cl)CCl.Cl.C[O:42][C:43](=[O:46])[CH2:44][NH2:45]. (7) Given the product [N:21]12[CH2:22][CH2:23][CH:24]([CH2:19][CH2:20]1)[C@@H:1]([O:2][C:3](=[O:17])[C:4]([CH:12]1[CH2:16][CH2:15][CH2:14][CH2:13]1)([OH:11])[C:5]1[CH:6]=[CH:7][CH:8]=[CH:9][CH:10]=1)[CH2:26]2, predict the reactants needed to synthesize it. The reactants are: [CH3:1][O:2][C:3](=[O:17])[C:4]([CH:12]1[CH2:16][CH2:15][CH2:14][CH2:13]1)([OH:11])[C:5]1[CH:10]=[CH:9][CH:8]=[CH:7][CH:6]=1.O[C@@H:19]1[CH:24]2C[CH2:26][N:21]([CH2:22][CH2:23]2)[CH2:20]1. (8) Given the product [CH3:1][O:2][C:3]1[CH:4]=[C:5]2[C:10](=[CH:11][C:12]=1[O:13][CH3:14])[N:9]=[CH:8][CH:7]=[C:6]2[O:15][C:16]1[CH:22]=[CH:21][C:19]([NH:20][C:43](=[O:49])[O:42][CH2:31][C:25]2[CH:30]=[CH:29][C:28]([C:56]([CH3:63])([CH3:57])[CH3:55])=[CH:27][CH:26]=2)=[C:18]([CH3:23])[C:17]=1[CH3:24], predict the reactants needed to synthesize it. The reactants are: [CH3:1][O:2][C:3]1[CH:4]=[C:5]2[C:10](=[CH:11][C:12]=1[O:13][CH3:14])[N:9]=[CH:8][CH:7]=[C:6]2[O:15][C:16]1[CH:22]=[CH:21][C:19]([NH2:20])=[C:18]([CH3:23])[C:17]=1[CH3:24].[C:25]1([CH3:31])[CH:30]=[CH:29][CH:28]=[CH:27][CH:26]=1.C(N(CC)CC)C.ClC(Cl)([O:42][C:43](=[O:49])OC(Cl)(Cl)Cl)Cl.COC1C=[CH:63][C:56]([CH:57](O)C(C)(C)C)=[CH:55]C=1.